Dataset: Reaction yield outcomes from USPTO patents with 853,638 reactions. Task: Predict the reaction yield, written as a fraction of the theoretical maximum amount of product (1.0 means a 100% yield; for example, 0.34 means a 34% yield). (1) The reactants are [O-]P([O-])([O-])=O.[K+].[K+].[K+].[CH2:9]([NH2:16])[C:10]1[CH:15]=[CH:14][CH:13]=[CH:12][CH:11]=1.Cl[C:18]1[CH:26]=[CH:25][CH:24]=[CH:23][C:19]=1[C:20]([OH:22])=[O:21].C(O)CO. The catalyst is [Cu]I.C(O)CCC. The product is [CH2:9]([NH:16][C:18]1[CH:26]=[CH:25][CH:24]=[CH:23][C:19]=1[C:20]([OH:22])=[O:21])[C:10]1[CH:15]=[CH:14][CH:13]=[CH:12][CH:11]=1. The yield is 0.480. (2) The reactants are [C:1]([O:5][C:6]([N:8]1[CH2:13][CH2:12][CH:11]([CH2:14][O:15][C:16]2[CH:21]=[CH:20][CH:19]=[CH:18][C:17]=2[NH2:22])[CH2:10][CH2:9]1)=[O:7])([CH3:4])([CH3:3])[CH3:2].[CH3:23][N:24]=[C:25]=[S:26]. The catalyst is O1CCCC1. The product is [C:1]([O:5][C:6]([N:8]1[CH2:9][CH2:10][CH:11]([CH2:14][O:15][C:16]2[CH:21]=[CH:20][CH:19]=[CH:18][C:17]=2[NH:22][C:25]([NH:24][CH3:23])=[S:26])[CH2:12][CH2:13]1)=[O:7])([CH3:4])([CH3:2])[CH3:3]. The yield is 1.00. (3) The reactants are [O:1]1[CH2:6][CH2:5][N:4]([C:7]2[CH:12]=[CH:11][C:10]([NH:13][C:14]3[N:19]=[CH:18][C:17]([CH2:20][C:21]([NH2:23])=[O:22])=[C:16]([NH:24][CH2:25][CH:26]4[CH2:30][CH2:29][CH2:28][NH:27]4)[CH:15]=3)=[CH:9][CH:8]=2)[CH2:3][CH2:2]1.[C:31](OC(=O)C)(=[O:33])[CH3:32].N1C=CC=CC=1.C(=O)(O)[O-].[Na+]. The catalyst is C(Cl)Cl.O. The product is [C:31]([N:27]1[CH2:28][CH2:29][CH2:30][CH:26]1[CH2:25][NH:24][C:16]1[CH:15]=[C:14]([NH:13][C:10]2[CH:11]=[CH:12][C:7]([N:4]3[CH2:3][CH2:2][O:1][CH2:6][CH2:5]3)=[CH:8][CH:9]=2)[N:19]=[CH:18][C:17]=1[CH2:20][C:21]([NH2:23])=[O:22])(=[O:33])[CH3:32]. The yield is 0.870. (4) The reactants are COC(=O)[O:4][C:5]1[CH:10]=[C:9]([N+:11]([O-:13])=[O:12])[C:8]([C:14]([CH3:17])([CH3:16])[CH3:15])=[CH:7][C:6]=1[C:18]([CH3:21])([CH3:20])[CH3:19].COC(=O)OC1C([N+]([O-])=O)=CC(C(C)(C)C)=CC=1C(C)(C)C.[OH-].[K+].Cl. The catalyst is CO. The product is [C:18]([C:6]1[CH:7]=[C:8]([C:14]([CH3:16])([CH3:15])[CH3:17])[C:9]([N+:11]([O-:13])=[O:12])=[CH:10][C:5]=1[OH:4])([CH3:19])([CH3:20])[CH3:21]. The yield is 0.290.